Dataset: Full USPTO retrosynthesis dataset with 1.9M reactions from patents (1976-2016). Task: Predict the reactants needed to synthesize the given product. (1) Given the product [Cl:23][C:24]1[N:25]([CH2:4][C@@:2]([CH3:1])([OH:3])[CH2:5][N:6]2[CH2:11][CH2:10][N:9]([C:12]3[CH:13]=[CH:14][C:15]([O:18][C:19]([F:22])([F:20])[F:21])=[CH:16][CH:17]=3)[CH2:8][CH2:7]2)[CH:26]=[C:27]([N+:29]([O-:31])=[O:30])[N:28]=1, predict the reactants needed to synthesize it. The reactants are: [CH3:1][C@:2]1([CH2:5][N:6]2[CH2:11][CH2:10][N:9]([C:12]3[CH:17]=[CH:16][C:15]([O:18][C:19]([F:22])([F:21])[F:20])=[CH:14][CH:13]=3)[CH2:8][CH2:7]2)[CH2:4][O:3]1.[Cl:23][C:24]1[NH:25][CH:26]=[C:27]([N+:29]([O-:31])=[O:30])[N:28]=1.C(=O)([O-])O.[Na+].O. (2) Given the product [C:1]([O:5][C:6]([N:8]1[CH2:13][CH2:12][CH:11]([CH2:14][CH2:15][O:16][C:20]2[C:21]([N+:37]([O-:39])=[O:38])=[C:22]([NH:26][C:27]3[CH:28]=[CH:29][C:30]([S:33]([CH3:36])(=[O:34])=[O:35])=[CH:31][CH:32]=3)[N:23]=[CH:24][N:25]=2)[CH2:10][CH2:9]1)=[O:7])([CH3:4])([CH3:3])[CH3:2], predict the reactants needed to synthesize it. The reactants are: [C:1]([O:5][C:6]([N:8]1[CH2:13][CH2:12][CH:11]([CH2:14][CH2:15][OH:16])[CH2:10][CH2:9]1)=[O:7])([CH3:4])([CH3:3])[CH3:2].[H-].[Na+].Cl[C:20]1[N:25]=[CH:24][N:23]=[C:22]([NH:26][C:27]2[CH:32]=[CH:31][C:30]([S:33]([CH3:36])(=[O:35])=[O:34])=[CH:29][CH:28]=2)[C:21]=1[N+:37]([O-:39])=[O:38]. (3) Given the product [CH3:14][C@:13]12[CH2:15][CH2:16][C@H:17]3[C@@H:8]([CH2:7][CH:6]=[C:5]4[C@:18]3([CH3:23])[CH2:19][CH2:20][C@H:21]([OH:22])[C@@H:4]4[OH:27])[C@@H:9]1[CH2:10][C@@H:11]([OH:25])[C@@H:12]2[OH:24], predict the reactants needed to synthesize it. The reactants are: C([C@H:4]1[C@@H:21]([OH:22])[CH2:20][CH2:19][C@@:18]2([CH3:23])[C:5]1=[CH:6][CH2:7][C@@H:8]1[C@@H:17]2[CH2:16][CH2:15][C@@:13]2([CH3:14])[C@H:9]1[CH2:10][C@@H:11]([OH:25])[C@@H:12]2[OH:24])(=O)C.C[OH:27]. (4) Given the product [C:36]([O:35][C:33]([N:12]1[C@@H:13]([C:19]2[CH:24]=[CH:23][C:22]([O:25][CH3:26])=[C:21]([O:27][CH2:28][CH2:29][CH2:30][O:31][CH3:32])[CH:20]=2)[C@H:14]([C:16](=[O:18])[CH3:17])[CH2:15][C@H:11]1[C:9]([OH:10])=[O:8])=[O:34])([CH3:37])([CH3:38])[CH3:39], predict the reactants needed to synthesize it. The reactants are: C([O:8][C:9]([C@@H:11]1[CH2:15][C@@H:14]([C:16](=[O:18])[CH3:17])[C@H:13]([C:19]2[CH:24]=[CH:23][C:22]([O:25][CH3:26])=[C:21]([O:27][CH2:28][CH2:29][CH2:30][O:31][CH3:32])[CH:20]=2)[N:12]1[C:33]([O:35][C:36]([CH3:39])([CH3:38])[CH3:37])=[O:34])=[O:10])C1C=CC=CC=1.